Dataset: Full USPTO retrosynthesis dataset with 1.9M reactions from patents (1976-2016). Task: Predict the reactants needed to synthesize the given product. (1) Given the product [C:31]([C:26]1[CH:27]=[CH:28][CH:29]=[C:30]2[C:25]=1[N:24]=[CH:23][N:22]=[C:21]2[NH:20][CH:18]([C:14]1[CH:13]=[C:12]([NH:11][C:9]2[O:10][C:6]([C:4]([OH:5])=[O:3])=[CH:7][N:8]=2)[CH:17]=[CH:16][CH:15]=1)[CH3:19])(=[O:33])[NH2:32], predict the reactants needed to synthesize it. The reactants are: C([O:3][C:4]([C:6]1[O:10][C:9]([NH:11][C:12]2[CH:17]=[CH:16][CH:15]=[C:14]([CH:18]([NH:20][C:21]3[C:30]4[C:25](=[C:26]([C:31](=[O:33])[NH2:32])[CH:27]=[CH:28][CH:29]=4)[N:24]=[CH:23][N:22]=3)[CH3:19])[CH:13]=2)=[N:8][CH:7]=1)=[O:5])C.[OH-].[Na+]. (2) Given the product [Cl:1][C:2]1[CH:7]=[CH:6][CH:5]=[CH:4][C:3]=1[C:8]1[N:9]([CH3:24])[C:10]([C:13]([CH3:22])([CH3:23])[C:14]([C:16]2[CH:17]=[CH:18][CH:19]=[CH:20][CH:21]=2)=[O:15])=[N:11][N:12]=1, predict the reactants needed to synthesize it. The reactants are: [Cl:1][C:2]1[CH:7]=[CH:6][CH:5]=[CH:4][C:3]=1[C:8]1[N:9]([CH3:24])[C:10]([C:13]([CH3:23])([CH3:22])[CH:14]([C:16]2[CH:21]=[CH:20][CH:19]=[CH:18][CH:17]=2)[OH:15])=[N:11][N:12]=1. (3) The reactants are: [F:1][C:2]([F:31])([F:30])[C:3]1[CH:4]=[C:5]([NH:13][C:14](SC)=[C:15]([S:18]([C:21]2[CH:26]=[CH:25][C:24]([Cl:27])=[CH:23][CH:22]=2)(=[O:20])=[O:19])[C:16]#[N:17])[CH:6]=[C:7]([C:9]([F:12])([F:11])[F:10])[CH:8]=1.[CH:32]1([NH2:36])[CH2:35][CH2:34][CH2:33]1. Given the product [F:31][C:2]([F:1])([F:30])[C:3]1[CH:4]=[C:5]([NH:13][C:14]([NH:36][CH:32]2[CH2:35][CH2:34][CH2:33]2)=[C:15]([S:18]([C:21]2[CH:22]=[CH:23][C:24]([Cl:27])=[CH:25][CH:26]=2)(=[O:19])=[O:20])[C:16]#[N:17])[CH:6]=[C:7]([C:9]([F:12])([F:10])[F:11])[CH:8]=1, predict the reactants needed to synthesize it. (4) Given the product [C:48]([O:24][CH2:23][C:21]1[O:20][N:19]=[C:18]([C@H:9]([CH2:8][CH2:7][O:6][Si:5]([C:1]([CH3:2])([CH3:3])[CH3:4])([C:25]2[CH:26]=[CH:27][CH:28]=[CH:29][CH:30]=2)[C:31]2[CH:32]=[CH:33][CH:34]=[CH:35][CH:36]=2)[CH2:10][C:11]([O:13][C:14]([CH3:17])([CH3:16])[CH3:15])=[O:12])[CH:22]=1)(=[O:50])[CH3:49], predict the reactants needed to synthesize it. The reactants are: [C:1]([Si:5]([C:31]1[CH:36]=[CH:35][CH:34]=[CH:33][CH:32]=1)([C:25]1[CH:30]=[CH:29][CH:28]=[CH:27][CH:26]=1)[O:6][CH2:7][CH2:8][C@@H:9]([C:18]1[CH:22]=[C:21]([CH2:23][OH:24])[O:20][N:19]=1)[CH2:10][C:11]([O:13][C:14]([CH3:17])([CH3:16])[CH3:15])=[O:12])([CH3:4])([CH3:3])[CH3:2].C(N(CC)CC)C.C(Cl)(Cl)Cl.[C:48](Cl)(=[O:50])[CH3:49]. (5) Given the product [Br:1][CH2:2][C:3]([NH:12][CH:6]1[CH2:11][CH2:10][CH2:9][CH2:8][CH2:7]1)=[O:4], predict the reactants needed to synthesize it. The reactants are: [Br:1][CH2:2][C:3](Cl)=[O:4].[CH:6]1([NH2:12])[CH2:11][CH2:10][CH2:9][CH2:8][CH2:7]1. (6) Given the product [N:23]1[C:28]2[O:29][CH2:30][CH2:31][O:32][C:27]=2[CH:26]=[C:25]([CH2:33][NH:1][CH:2]2[CH2:7][CH2:6][N:5]([CH2:8][CH:9]3[C:19]4=[C:20]5[C:15](=[CH:16][CH:17]=[C:18]4[F:21])[CH:14]=[CH:13][C:12](=[O:22])[N:11]5[CH2:10]3)[CH2:4][CH2:3]2)[N:24]=1, predict the reactants needed to synthesize it. The reactants are: [NH2:1][CH:2]1[CH2:7][CH2:6][N:5]([CH2:8][CH:9]2[C:19]3=[C:20]4[C:15](=[CH:16][CH:17]=[C:18]3[F:21])[CH:14]=[CH:13][C:12](=[O:22])[N:11]4[CH2:10]2)[CH2:4][CH2:3]1.[N:23]1[C:28]2[O:29][CH2:30][CH2:31][O:32][C:27]=2[CH:26]=[C:25]([CH:33]=O)[N:24]=1.C(O[BH-](OC(=O)C)OC(=O)C)(=O)C.[Na+].C(=O)(O)[O-].[Na+]. (7) Given the product [CH3:37][N:34]1[CH2:33][CH2:32][N:31]([C:27]2[N:26]3[CH:38]=[C:23]([CH2:22][N:11]([CH2:9][C:6]4[CH:5]=[CH:4][CH:3]=[CH:8][N:39]=4)[C@@H:12]4[C:21]5[N:20]=[CH:19][CH:18]=[CH:17][C:16]=5[CH2:15][CH2:14][CH2:13]4)[N:24]=[C:25]3[CH:30]=[CH:29][CH:28]=2)[CH2:36][CH2:35]1, predict the reactants needed to synthesize it. The reactants are: CO[C:3]1[CH:8]=C[C:6]([C@@H:9]([N:11]([CH2:22][C:23]2[N:24]=[C:25]3[CH:30]=[CH:29][CH:28]=[C:27]([N:31]4[CH2:36][CH2:35][N:34]([CH3:37])[CH2:33][CH2:32]4)[N:26]3[CH:38]=2)[C@@H:12]2[C:21]3[N:20]=[CH:19][CH:18]=[CH:17][C:16]=3[CH2:15][CH2:14][CH2:13]2)C)=[CH:5][CH:4]=1.[N:39]1C=CC=CC=1C=O.